From a dataset of Forward reaction prediction with 1.9M reactions from USPTO patents (1976-2016). Predict the product of the given reaction. (1) Given the reactants [F:1][C:2]1[CH:7]=[CH:6][C:5]([N:8]2[CH:12]([C:13]3[CH:19]=[CH:18][C:16]([NH2:17])=[C:15]([N+:20]([O-])=O)[CH:14]=3)[CH2:11][CH2:10][CH:9]2[C:23]2[CH:29]=[CH:28][C:26]([NH2:27])=[C:25]([N+:30]([O-])=O)[CH:24]=2)=[CH:4][CH:3]=1.C1COCC1, predict the reaction product. The product is: [F:1][C:2]1[CH:3]=[CH:4][C:5]([N:8]2[CH:9]([C:23]3[CH:24]=[C:25]([NH2:30])[C:26]([NH2:27])=[CH:28][CH:29]=3)[CH2:10][CH2:11][CH:12]2[C:13]2[CH:14]=[C:15]([NH2:20])[C:16]([NH2:17])=[CH:18][CH:19]=2)=[CH:6][CH:7]=1. (2) Given the reactants [CH:1]([C:3]1[CH:19]=[CH:18][C:6]([C:7]([N:9]2[CH2:14][CH2:13][N:12]([CH:15]([CH3:17])[CH3:16])[CH2:11][CH2:10]2)=[O:8])=[CH:5][CH:4]=1)=O.[NH:20]1[CH2:25][CH2:24][O:23][CH2:22][CH2:21]1.C(O[BH-](OC(=O)C)OC(=O)C)(=O)C.[Na+].[OH-].[Na+], predict the reaction product. The product is: [CH:15]([N:12]1[CH2:13][CH2:14][N:9]([C:7]([C:6]2[CH:18]=[CH:19][C:3]([CH2:1][N:20]3[CH2:25][CH2:24][O:23][CH2:22][CH2:21]3)=[CH:4][CH:5]=2)=[O:8])[CH2:10][CH2:11]1)([CH3:17])[CH3:16]. (3) Given the reactants [OH:1][C@:2]1([C:16]2[S:17][C:18]([C:21]3[CH:26]=[C:25]([CH3:27])[CH:24]=[C:23]([NH:28][C:29]4[CH:34]=[C:33]([C:35]([F:38])([F:37])[F:36])[CH:32]=[CH:31][N:30]=4)[N:22]=3)=[CH:19][N:20]=2)[CH2:11][CH2:10][CH2:9][C:8]2[CH:7]=[C:6]([C:12]([O:14]C)=[O:13])[CH:5]=[CH:4][C:3]1=2.[Li+].[OH-].Cl, predict the reaction product. The product is: [OH:1][C:2]1([C:16]2[S:17][C:18]([C:21]3[CH:26]=[C:25]([CH3:27])[CH:24]=[C:23]([NH:28][C:29]4[CH:34]=[C:33]([C:35]([F:36])([F:38])[F:37])[CH:32]=[CH:31][N:30]=4)[N:22]=3)=[CH:19][N:20]=2)[CH2:11][CH2:10][CH2:9][C:8]2[CH:7]=[C:6]([C:12]([OH:14])=[O:13])[CH:5]=[CH:4][C:3]1=2. (4) Given the reactants Br[C:2]1[NH:6][C:5]2[C:7](Br)=[C:8]3[C:13](=[C:14](Br)[C:4]=2[N:3]=1)[C:12](C)=[C:11](/C=C/C)[C:10](C)=[C:9]3C.[OH-].[NH4+], predict the reaction product. The product is: [N:3]1[C:4]2[CH:14]=[C:13]3[C:8](=[CH:7][C:5]=2[NH:6][CH:2]=1)[CH:9]=[CH:10][CH:11]=[CH:12]3. (5) Given the reactants Br[C:2]1[CH:3]=[CH:4][C:5]([CH2:8][N:9]2[CH2:14][CH2:13][O:12][CH2:11][CH2:10]2)=[N:6][CH:7]=1.[B:15]1([B:15]2[O:19][C:18]([CH3:21])([CH3:20])[C:17]([CH3:23])([CH3:22])[O:16]2)[O:19][C:18]([CH3:21])([CH3:20])[C:17]([CH3:23])([CH3:22])[O:16]1.C([O-])(=O)C.[K+], predict the reaction product. The product is: [CH3:20][C:18]1([CH3:21])[O:19][B:15]([C:2]2[CH:3]=[CH:4][C:5]([CH2:8][N:9]3[CH2:14][CH2:13][O:12][CH2:11][CH2:10]3)=[N:6][CH:7]=2)[O:16][C:17]1([CH3:23])[CH3:22]. (6) Given the reactants [OH:1][C:2]1[CH:7]=[CH:6][C:5]([CH2:8][CH2:9][NH:10][C:11]2[N:16]=[C:15]([C:17]3[CH:18]=[C:19]([CH:23]=[CH:24][CH:25]=3)[C:20](O)=[O:21])[CH:14]=[CH:13][N:12]=2)=[CH:4][CH:3]=1.C(OC(=O)[NH:32][CH2:33][CH2:34][CH2:35][NH2:36])(C)(C)C.C(Cl)CCl, predict the reaction product. The product is: [NH2:32][CH2:33][CH2:34][CH2:35][NH:36][C:20](=[O:21])[C:19]1[CH:23]=[CH:24][CH:25]=[C:17]([C:15]2[CH:14]=[CH:13][N:12]=[C:11]([NH:10][CH2:9][CH2:8][C:5]3[CH:4]=[CH:3][C:2]([OH:1])=[CH:7][CH:6]=3)[N:16]=2)[CH:18]=1.